Predict which catalyst facilitates the given reaction. From a dataset of Catalyst prediction with 721,799 reactions and 888 catalyst types from USPTO. (1) Reactant: [CH3:1][O:2][C:3](=[O:25])[C:4]1[CH:9]=[CH:8][C:7]([CH2:10][C:11]2[CH:16]=[CH:15][CH:14]=[CH:13][C:12]=2[O:17]CC2C=CC=CC=2)=[CH:6][CH:5]=1. Product: [CH3:1][O:2][C:3](=[O:25])[C:4]1[CH:5]=[CH:6][C:7]([CH2:10][C:11]2[CH:16]=[CH:15][CH:14]=[CH:13][C:12]=2[OH:17])=[CH:8][CH:9]=1. The catalyst class is: 293. (2) Reactant: [CH2:1]([N:4]1[C:12]2[CH:11]=[CH:10][C:9]([C:13]([N:15]3[CH2:20][CH2:19][CH:18]([CH3:21])[CH2:17][CH2:16]3)=[O:14])=[CH:8][C:7]=2[C:6]2[CH2:22][NH:23][CH2:24][CH2:25][C:5]1=2)[CH:2]=[CH2:3].C(N(CC)CC)C.[CH2:33]([S:35](Cl)(=[O:37])=[O:36])[CH3:34]. Product: [CH2:1]([N:4]1[C:12]2[CH:11]=[CH:10][C:9]([C:13]([N:15]3[CH2:20][CH2:19][CH:18]([CH3:21])[CH2:17][CH2:16]3)=[O:14])=[CH:8][C:7]=2[C:6]2[CH2:22][N:23]([S:35]([CH2:33][CH3:34])(=[O:37])=[O:36])[CH2:24][CH2:25][C:5]1=2)[CH:2]=[CH2:3]. The catalyst class is: 4.